Dataset: Forward reaction prediction with 1.9M reactions from USPTO patents (1976-2016). Task: Predict the product of the given reaction. (1) Given the reactants [Cl:1][C:2]1[CH:7]=[CH:6][C:5]([C:8]2[CH:9]=[CH:10][C:11]([C:14]#[C:15][C:16]3[CH:30]=[CH:29][C:19]([O:20][CH2:21][CH2:22][NH:23][CH2:24][C:25]4([OH:28])[CH2:27][CH2:26]4)=[CH:18][CH:17]=3)=[N:12][CH:13]=2)=[CH:4][CH:3]=1.[O:31]1[CH2:36][CH2:35][C:34](=O)[CH2:33][CH2:32]1, predict the reaction product. The product is: [Cl:1][C:2]1[CH:3]=[CH:4][C:5]([C:8]2[CH:9]=[CH:10][C:11]([C:14]#[C:15][C:16]3[CH:17]=[CH:18][C:19]([O:20][CH2:21][CH2:22][N:23]([CH2:24][C:25]4([OH:28])[CH2:27][CH2:26]4)[CH:34]4[CH2:35][CH2:36][O:31][CH2:32][CH2:33]4)=[CH:29][CH:30]=3)=[N:12][CH:13]=2)=[CH:6][CH:7]=1. (2) Given the reactants [CH2:1]([OH:7])[CH2:2][CH2:3][CH2:4][CH2:5][CH3:6].[H-].[Na+].[F:10][C:11]1[C:16]([CH:17]([S:25]([C:28]([F:31])([F:30])[F:29])(=[O:27])=[O:26])[S:18]([C:21]([F:24])([F:23])[F:22])(=[O:20])=[O:19])=[C:15]([F:32])[C:14]([F:33])=[C:13](F)[C:12]=1[F:35].O.Cl, predict the reaction product. The product is: [CH2:1]([O:7][C:13]1[C:12]([F:35])=[C:11]([F:10])[C:16]([CH:17]([S:18]([C:21]([F:24])([F:22])[F:23])(=[O:19])=[O:20])[S:25]([C:28]([F:29])([F:30])[F:31])(=[O:26])=[O:27])=[C:15]([F:32])[C:14]=1[F:33])[CH2:2][CH2:3][CH2:4][CH2:5][CH3:6]. (3) The product is: [N:5]1[CH:6]=[CH:7][N:8]=[CH:9][C:4]=1[C:3]1[CH:12]=[C:11]([C:13]2[CH:14]=[C:15]([F:21])[C:16]([F:20])=[C:17]([F:19])[CH:18]=2)[O:1][N:2]=1. Given the reactants [OH:1][N:2]=[C:3](Cl)[C:4]1[CH:9]=[N:8][CH:7]=[CH:6][N:5]=1.[C:11]([C:13]1[CH:14]=[C:15]([F:21])[C:16]([F:20])=[C:17]([F:19])[CH:18]=1)#[CH:12].N, predict the reaction product. (4) Given the reactants Cl[CH2:2][CH2:3][O:4][CH2:5][C:6]([O:8][CH2:9][CH3:10])=[O:7].[P:11]([O:18]CC)([O:15][CH2:16][CH3:17])[O:12][CH2:13][CH3:14], predict the reaction product. The product is: [CH2:13]([O:12][P:11]([CH2:2][CH2:3][O:4][CH2:5][C:6]([O:8][CH2:9][CH3:10])=[O:7])([O:15][CH2:16][CH3:17])=[O:18])[CH3:14]. (5) Given the reactants [CH3:1][O:2][C:3]1[CH:4]=[C:5]([CH:10]=[C:11]([O:14][CH3:15])[C:12]=1[OH:13])[C:6]([O:8]C)=[O:7].C(=O)([O-])[O-].[K+].[K+].[I-].[K+].[CH2:24](Cl)[C:25]1[CH:30]=[CH:29][CH:28]=[CH:27][CH:26]=1, predict the reaction product. The product is: [CH2:24]([O:13][C:12]1[C:3]([O:2][CH3:1])=[CH:4][C:5]([C:6]([OH:8])=[O:7])=[CH:10][C:11]=1[O:14][CH3:15])[C:25]1[CH:30]=[CH:29][CH:28]=[CH:27][CH:26]=1.